This data is from Choline transporter screen with 302,306 compounds. The task is: Binary Classification. Given a drug SMILES string, predict its activity (active/inactive) in a high-throughput screening assay against a specified biological target. (1) The compound is s1c(NC(=O)C2CN(C(=O)C2)c2ccc(cc2)C)nc2c1cc(S(=O)(=O)C)cc2. The result is 0 (inactive). (2) The drug is Clc1ccc(C(=O)C2CN(CCC2)Cc2c3ncccc3ccc2)cc1. The result is 0 (inactive). (3) The molecule is S(c1n(nnn1)c1c(cc(cc1)C)C)CC(=O)/C(=C(\N)C)C#N. The result is 0 (inactive). (4) The molecule is Fc1ccc(OCC(=O)NCCN2CCCC2)cc1. The result is 0 (inactive). (5) The molecule is O=C(N1CCN(CC1)Cc1ccc(OC)cc1)CC(C)C. The result is 0 (inactive). (6) The compound is S1\C(SC(SCCC#N)=C1C)=C1\SC(=C(S1)SCCC#N)C. The result is 0 (inactive). (7) The molecule is s1c(c(c(c1N)C(OCC)=O)C)C(=O)Nc1cc2OCOc2cc1. The result is 0 (inactive).